Task: Predict the product of the given reaction.. Dataset: Forward reaction prediction with 1.9M reactions from USPTO patents (1976-2016) (1) The product is: [CH3:40][C:31]1[C:32](=[O:33])[C@H:34]([OH:39])[CH2:35][C:36]([CH3:37])([CH3:38])[C:30]=1/[CH:29]=[CH:28]/[C:27](/[CH3:41])=[CH:26]/[CH:25]=[CH:24]/[C:23](/[CH3:42])=[CH:22]/[CH:21]=[CH:20]/[CH:19]=[C:18](\[CH3:43])/[CH:17]=[CH:16]/[CH:15]=[C:14](\[CH3:44])/[CH:13]=[CH:12]/[C:3]1[C:4]([CH3:11])([CH3:10])[CH2:5][C@H:6]([OH:9])[C:7](=[O:8])[C:2]=1[CH3:1]. Given the reactants [CH3:1][C:2]1[C:7](=[O:8])[C@@H:6]([OH:9])[CH2:5][C:4]([CH3:11])([CH3:10])[C:3]=1/[CH:12]=[CH:13]/[C:14](/[CH3:44])=[CH:15]/[CH:16]=[CH:17]/[C:18](/[CH3:43])=[CH:19]/[CH:20]=[CH:21]/[CH:22]=[C:23](\[CH3:42])/[CH:24]=[CH:25]/[CH:26]=[C:27](\[CH3:41])/[CH:28]=[CH:29]/[C:30]1[C:36]([CH3:38])([CH3:37])[CH2:35][C@H:34]([OH:39])[C:32](=[O:33])[C:31]=1[CH3:40], predict the reaction product. (2) Given the reactants C(Cl)(=O)C(Cl)=O.CS(C)=O.[Cl:11][C:12]1[C:13]([N:28]2[CH2:33][CH2:32][CH:31]([C:34]([O:36][CH3:37])=[O:35])[CH2:30][CH2:29]2)=[N:14][CH:15]=[C:16]([C:18](=[O:27])[NH:19][CH2:20][CH:21]([OH:26])[CH2:22][CH2:23][CH2:24][CH3:25])[CH:17]=1, predict the reaction product. The product is: [Cl:11][C:12]1[C:13]([N:28]2[CH2:29][CH2:30][CH:31]([C:34]([O:36][CH3:37])=[O:35])[CH2:32][CH2:33]2)=[N:14][CH:15]=[C:16]([C:18](=[O:27])[NH:19][CH2:20][C:21](=[O:26])[CH2:22][CH2:23][CH2:24][CH3:25])[CH:17]=1. (3) Given the reactants [NH2:1][C:2]1[CH:7]=[CH:6][C:5]([OH:8])=[CH:4][CH:3]=1.CCN([CH2:14][CH3:15])CC.C[C:17]([O:20][C:21](O[C:24]([O:26][C:27]([CH3:30])([CH3:29])[CH3:28])=[O:25])=[O:22])(C)C, predict the reaction product. The product is: [NH2:1][C:2]1[CH:7]=[CH:6][C:5]([O:8][CH:15]2[CH2:14][CH2:17][O:20][C:21]2=[O:22])=[CH:4][CH:3]=1.[C:27]([O:26][C:24](=[O:25])[NH:1][C:2]1[CH:7]=[CH:6][C:5]([OH:8])=[CH:4][CH:3]=1)([CH3:28])([CH3:29])[CH3:30]. (4) Given the reactants [Cl:1][C:2]1[CH:3]=[C:4]([C:8]2[CH:9]=[C:10]([CH2:16][N:17]3[CH:21]=[C:20]([C:22]([O:24]CC)=[O:23])[CH:19]=[N:18]3)[CH:11]=[N:12][C:13]=2[O:14][CH3:15])[CH:5]=[CH:6][CH:7]=1.[Li+].[OH-], predict the reaction product. The product is: [Cl:1][C:2]1[CH:3]=[C:4]([C:8]2[CH:9]=[C:10]([CH2:16][N:17]3[CH:21]=[C:20]([C:22]([OH:24])=[O:23])[CH:19]=[N:18]3)[CH:11]=[N:12][C:13]=2[O:14][CH3:15])[CH:5]=[CH:6][CH:7]=1. (5) The product is: [Cl:1][C:2]1[CH:7]=[CH:6][C:5]([C:8]2[N:12]([C:13]3[CH:18]=[CH:17][C:16]([Cl:19])=[CH:15][C:14]=3[Cl:20])[N:11]=[C:10]([C:21]3[NH:22][C:23]([CH:26]([CH3:27])[CH3:31])=[N:24][CH:25]=3)[C:9]=2[CH3:32])=[CH:4][CH:3]=1.[ClH:33].[Cl:33][C:34]1[CH:39]=[CH:38][C:37]([C:40]2[N:44]([C:45]3[CH:50]=[CH:49][C:48]([Cl:51])=[CH:47][C:46]=3[Cl:52])[N:43]=[C:42]([C:53]3[NH:54][C:55]([CH:58]([CH3:59])[CH3:60])=[N:56][CH:57]=3)[C:41]=2[CH3:61])=[CH:36][CH:35]=1. Given the reactants [Cl:1][C:2]1[CH:7]=[CH:6][C:5]([C:8]2[N:12]([C:13]3[CH:18]=[CH:17][C:16]([Cl:19])=[CH:15][C:14]=3[Cl:20])[N:11]=[C:10]([C:21]3[NH:22][C:23]([CH:26]4[CH2:31]CCC[CH2:27]4)=[N:24][CH:25]=3)[C:9]=2[CH3:32])=[CH:4][CH:3]=1.[Cl:33][C:34]1[CH:39]=[CH:38][C:37]([C:40]2[N:44]([C:45]3[CH:50]=[CH:49][C:48]([Cl:51])=[CH:47][C:46]=3[Cl:52])[N:43]=[C:42]([C:53]3[NH:54][C:55]([CH:58]([CH3:60])[CH3:59])=[N:56][CH:57]=3)[C:41]=2[CH3:61])=[CH:36][CH:35]=1.Cl.C(OCC)C, predict the reaction product. (6) The product is: [Cl:1][C:2]1[C:9]([Cl:10])=[CH:8][CH:7]=[CH:6][C:3]=1[CH:4]=[N:18][OH:19]. Given the reactants [Cl:1][C:2]1[C:9]([Cl:10])=[CH:8][CH:7]=[CH:6][C:3]=1[CH:4]=O.N1C=CC=CC=1.Cl.[NH2:18][OH:19], predict the reaction product. (7) Given the reactants Cl.[NH2:2][C:3]1([C:8]([OH:10])=[O:9])[CH2:7][CH2:6][CH2:5][CH2:4]1.S(Cl)(Cl)=O.[CH2:15](N(CC)CC)C.[C:22](O[C:22]([O:24][C:25]([CH3:28])([CH3:27])[CH3:26])=[O:23])([O:24][C:25]([CH3:28])([CH3:27])[CH3:26])=[O:23], predict the reaction product. The product is: [C:25]([O:24][C:22]([NH:2][C:3]1([C:8]([O:10][CH3:15])=[O:9])[CH2:7][CH2:6][CH2:5][CH2:4]1)=[O:23])([CH3:28])([CH3:27])[CH3:26].